Task: Regression. Given two drug SMILES strings and cell line genomic features, predict the synergy score measuring deviation from expected non-interaction effect.. Dataset: NCI-60 drug combinations with 297,098 pairs across 59 cell lines (1) Drug 1: CN(C)N=NC1=C(NC=N1)C(=O)N. Drug 2: C1CCC(C(C1)N)N.C(=O)(C(=O)[O-])[O-].[Pt+4]. Cell line: SF-539. Synergy scores: CSS=5.30, Synergy_ZIP=-3.51, Synergy_Bliss=-2.30, Synergy_Loewe=-8.05, Synergy_HSA=-0.731. (2) Drug 1: CNC(=O)C1=NC=CC(=C1)OC2=CC=C(C=C2)NC(=O)NC3=CC(=C(C=C3)Cl)C(F)(F)F. Drug 2: C#CCC(CC1=CN=C2C(=N1)C(=NC(=N2)N)N)C3=CC=C(C=C3)C(=O)NC(CCC(=O)O)C(=O)O. Cell line: SK-OV-3. Synergy scores: CSS=-3.00, Synergy_ZIP=3.13, Synergy_Bliss=3.78, Synergy_Loewe=-3.43, Synergy_HSA=-2.33. (3) Drug 1: CC(C)(C#N)C1=CC(=CC(=C1)CN2C=NC=N2)C(C)(C)C#N. Drug 2: CCC1(C2=C(COC1=O)C(=O)N3CC4=CC5=C(C=CC(=C5CN(C)C)O)N=C4C3=C2)O.Cl. Cell line: ACHN. Synergy scores: CSS=9.22, Synergy_ZIP=5.48, Synergy_Bliss=7.19, Synergy_Loewe=-5.26, Synergy_HSA=-3.77. (4) Drug 1: CNC(=O)C1=CC=CC=C1SC2=CC3=C(C=C2)C(=NN3)C=CC4=CC=CC=N4. Drug 2: C1=CC(=CC=C1C#N)C(C2=CC=C(C=C2)C#N)N3C=NC=N3. Cell line: SNB-75. Synergy scores: CSS=5.69, Synergy_ZIP=-1.15, Synergy_Bliss=2.44, Synergy_Loewe=3.61, Synergy_HSA=3.70. (5) Drug 1: CC1C(C(=O)NC(C(=O)N2CCCC2C(=O)N(CC(=O)N(C(C(=O)O1)C(C)C)C)C)C(C)C)NC(=O)C3=C4C(=C(C=C3)C)OC5=C(C(=O)C(=C(C5=N4)C(=O)NC6C(OC(=O)C(N(C(=O)CN(C(=O)C7CCCN7C(=O)C(NC6=O)C(C)C)C)C)C(C)C)C)N)C. Synergy scores: CSS=43.6, Synergy_ZIP=1.32, Synergy_Bliss=0.847, Synergy_Loewe=-53.5, Synergy_HSA=0.191. Cell line: NCI-H460. Drug 2: C1CC(=O)NC(=O)C1N2C(=O)C3=CC=CC=C3C2=O. (6) Drug 1: CC12CCC3C(C1CCC2O)C(CC4=C3C=CC(=C4)O)CCCCCCCCCS(=O)CCCC(C(F)(F)F)(F)F. Drug 2: CC12CCC3C(C1CCC2OP(=O)(O)O)CCC4=C3C=CC(=C4)OC(=O)N(CCCl)CCCl.[Na+]. Cell line: SF-295. Synergy scores: CSS=-3.85, Synergy_ZIP=0.404, Synergy_Bliss=-0.135, Synergy_Loewe=-4.35, Synergy_HSA=-3.68. (7) Drug 1: CN(C)C1=NC(=NC(=N1)N(C)C)N(C)C. Drug 2: CC1=C(C=C(C=C1)C(=O)NC2=CC(=CC(=C2)C(F)(F)F)N3C=C(N=C3)C)NC4=NC=CC(=N4)C5=CN=CC=C5. Cell line: BT-549. Synergy scores: CSS=-12.9, Synergy_ZIP=5.79, Synergy_Bliss=1.80, Synergy_Loewe=-6.44, Synergy_HSA=-5.41.